This data is from Reaction yield outcomes from USPTO patents with 853,638 reactions. The task is: Predict the reaction yield, written as a fraction of the theoretical maximum amount of product (1.0 means a 100% yield; for example, 0.34 means a 34% yield). (1) The reactants are [C:1]([O:10][CH:11]([CH3:13])[CH3:12])(=[O:9])[CH2:2][C:3]([O:5][CH:6]([CH3:8])[CH3:7])=[O:4].[H-].[Na+].CN(C)C=O.[H][H].Br[CH2:24][C:25]([O:30][CH3:31])([O:28][CH3:29])[CH2:26]Br. The catalyst is [Cl-].[NH4+]. The product is [CH3:29][O:28][C:25]1([O:30][CH3:31])[CH2:26][C:2]([C:3]([O:5][CH:6]([CH3:7])[CH3:8])=[O:4])([C:1]([O:10][CH:11]([CH3:13])[CH3:12])=[O:9])[CH2:24]1. The yield is 0.563. (2) The reactants are F[C:2](F)(F)[C:3](O)=O.[CH:8]([N:11]1[C:15]([C:16]2[N:25]=[C:24]3[N:18]([CH2:19][CH2:20][O:21][C:22]4[CH:29]=[C:28]([CH:30]5[CH2:35][CH2:34][NH:33][CH2:32][CH2:31]5)[CH:27]=[CH:26][C:23]=43)[CH:17]=2)=[N:14][CH:13]=[N:12]1)([CH3:10])[CH3:9].C(=O)C.N1C(O[BH3-])=NN=1.[Na+].C(Cl)Cl. The catalyst is ClCCCl.C(O)(=O)C. The product is [CH2:2]([N:33]1[CH2:34][CH2:35][CH:30]([C:28]2[CH:27]=[CH:26][C:23]3[C:24]4[N:18]([CH:17]=[C:16]([C:15]5[N:11]([CH:8]([CH3:10])[CH3:9])[N:12]=[CH:13][N:14]=5)[N:25]=4)[CH2:19][CH2:20][O:21][C:22]=3[CH:29]=2)[CH2:31][CH2:32]1)[CH3:3]. The yield is 0.120. (3) The reactants are [CH3:1][C:2]1[CH:3]=[C:4](O)[CH:5]=[CH:6][CH:7]=1.Br[CH2:10][CH2:11][CH2:12][C:13]([O:15]CC)=[O:14].[OH-:18].[K+].Cl.[CH3:21]S(C)=O. The catalyst is C(O)C.O. The product is [CH3:1][C:2]1[CH:3]=[C:4]([CH:5]=[CH:6][CH:7]=1)[CH2:21][O:18][CH2:10][CH2:11][CH2:12][C:13]([OH:15])=[O:14]. The yield is 0.810. (4) The reactants are [Cl:1][C:2]1[CH:3]=[C:4]([CH:8]=[CH:9][CH:10]=1)[C:5](=[NH:7])[NH2:6].O=[C:12]([CH2:19][CH3:20])[CH2:13][C:14](OCC)=[O:15].C[O-].[Na+]. The catalyst is C(O)C. The product is [Cl:1][C:2]1[CH:3]=[C:4]([C:5]2[NH:6][C:14](=[O:15])[CH:13]=[C:12]([CH2:19][CH3:20])[N:7]=2)[CH:8]=[CH:9][CH:10]=1. The yield is 0.390. (5) The reactants are [Cl-].O[NH3+:3].[C:4](=[O:7])([O-])[OH:5].[Na+].CS(C)=O.[CH2:13]([C:15]1[N:16]([C:40]2[CH:45]=[CH:44][C:43]([O:46][C:47]([CH3:53])([CH3:52])[C:48]([OH:51])([CH3:50])[CH3:49])=[CH:42][CH:41]=2)[C:17](=[O:39])[C:18]([CH2:24][C:25]2[CH:30]=[CH:29][C:28]([C:31]3[C:32]([C:37]#[N:38])=[CH:33][CH:34]=[CH:35][CH:36]=3)=[CH:27][CH:26]=2)=[C:19]([CH2:21][CH2:22][CH3:23])[N:20]=1)[CH3:14]. The catalyst is C(OCC)(=O)C. The product is [CH2:13]([C:15]1[N:16]([C:40]2[CH:41]=[CH:42][C:43]([O:46][C:47]([CH3:53])([CH3:52])[C:48]([OH:51])([CH3:50])[CH3:49])=[CH:44][CH:45]=2)[C:17](=[O:39])[C:18]([CH2:24][C:25]2[CH:26]=[CH:27][C:28]([C:31]3[CH:36]=[CH:35][CH:34]=[CH:33][C:32]=3[C:37]3[NH:3][C:4](=[O:7])[O:5][N:38]=3)=[CH:29][CH:30]=2)=[C:19]([CH2:21][CH2:22][CH3:23])[N:20]=1)[CH3:14]. The yield is 0.350. (6) The reactants are CO.[F:3][C:4]1[CH:9]=[CH:8][C:7]([F:10])=[CH:6][C:5]=1[C@H:11]1[CH2:15][CH2:14][CH2:13][N:12]1[C:16]1[CH:21]=[CH:20][N:19]2[N:22]=[CH:23][C:24]([NH:25][C:26](=[O:30])[N:27]([CH3:29])[CH3:28])=[C:18]2[N:17]=1.[ClH:31]. The catalyst is O1CCOCC1. The product is [ClH:31].[F:3][C:4]1[CH:9]=[CH:8][C:7]([F:10])=[CH:6][C:5]=1[C@H:11]1[CH2:15][CH2:14][CH2:13][N:12]1[C:16]1[CH:21]=[CH:20][N:19]2[N:22]=[CH:23][C:24]([NH:25][C:26](=[O:30])[N:27]([CH3:28])[CH3:29])=[C:18]2[N:17]=1. The yield is 0.720. (7) The reactants are [CH2:1]([C:3]1[CH:9]=[CH:8][CH:7]=[C:6]([CH2:10][CH3:11])[C:4]=1[NH2:5])[CH3:2].ClC(Cl)(O[C:16](=[O:22])OC(Cl)(Cl)Cl)Cl.[F:24][C:25]([F:45])([F:44])[C:26]1[CH:27]=[C:28]([C:32]2[CH:33]=[CH:34][C:35]3[N:41]4[CH2:42][C@H:38]([CH2:39][CH2:40]4)[NH:37][C:36]=3[N:43]=2)[CH:29]=[CH:30][CH:31]=1.C(=O)(O)[O-].[Na+]. The catalyst is C1COCC1.ClCCl.N1C=CC=CC=1. The product is [CH2:1]([C:3]1[CH:9]=[CH:8][CH:7]=[C:6]([CH2:10][CH3:11])[C:4]=1[NH:5][C:16]([N:37]1[C@@H:38]2[CH2:42][N:41]([CH2:40][CH2:39]2)[C:35]2[CH:34]=[CH:33][C:32]([C:28]3[CH:29]=[CH:30][CH:31]=[C:26]([C:25]([F:24])([F:44])[F:45])[CH:27]=3)=[N:43][C:36]1=2)=[O:22])[CH3:2]. The yield is 0.0800. (8) The reactants are [Br:1][C:2]1[CH:8]=[CH:7][C:5]([NH2:6])=[CH:4][CH:3]=1.[CH:9]1([CH:12]=O)[CH2:11][CH2:10]1.[CH:14](/[NH:17][C:18](=[O:24])[O:19][C:20]([CH3:23])([CH3:22])[CH3:21])=[CH:15]\[CH3:16].P([O-])(OC1C=CC=CC=1)(OC1C=CC=CC=1)=O. The catalyst is C(Cl)Cl. The product is [Br:1][C:2]1[CH:8]=[C:7]2[C:5](=[CH:4][CH:3]=1)[NH:6][C@@H:12]([CH:9]1[CH2:10][CH2:11]1)[C@H:15]([CH3:16])[C@H:14]2[NH:17][C:18](=[O:24])[O:19][C:20]([CH3:23])([CH3:22])[CH3:21]. The yield is 0.290.